From a dataset of Peptide-MHC class I binding affinity with 185,985 pairs from IEDB/IMGT. Regression. Given a peptide amino acid sequence and an MHC pseudo amino acid sequence, predict their binding affinity value. This is MHC class I binding data. (1) The peptide sequence is GERSRCYSVY. The MHC is HLA-A30:02 with pseudo-sequence HLA-A30:02. The binding affinity (normalized) is 0.222. (2) The MHC is HLA-A68:01 with pseudo-sequence HLA-A68:01. The binding affinity (normalized) is 0.268. The peptide sequence is LLLNTRQLK. (3) The peptide sequence is FTAKINEMV. The MHC is HLA-A02:03 with pseudo-sequence HLA-A02:03. The binding affinity (normalized) is 0.753. (4) The peptide sequence is QLVFGIELMEV. The MHC is HLA-A02:01 with pseudo-sequence HLA-A02:01. The binding affinity (normalized) is 0.809. (5) The peptide sequence is LMYEIVGGRF. The MHC is Mamu-B17 with pseudo-sequence Mamu-B17. The binding affinity (normalized) is 0.326. (6) The peptide sequence is HEWKIPLLI. The MHC is HLA-B83:01 with pseudo-sequence HLA-B83:01. The binding affinity (normalized) is 0.144.